From a dataset of Reaction yield outcomes from USPTO patents with 853,638 reactions. Predict the reaction yield, written as a fraction of the theoretical maximum amount of product (1.0 means a 100% yield; for example, 0.34 means a 34% yield). (1) The reactants are [N:1]([CH2:4][CH2:5][CH2:6][N:7]([CH2:18][C:19]1[N:20]=[N:21][N:22]([CH2:24][CH2:25][CH2:26][CH2:27][C:28]([O:30]CC)=[O:29])[CH:23]=1)[CH2:8][C:9]1[N:10]=[N:11][N:12]([C:14]([CH3:17])([CH3:16])[CH3:15])[CH:13]=1)=[N+:2]=[N-:3].[OH-].[Na+]. The catalyst is CCO. The product is [N:1]([CH2:4][CH2:5][CH2:6][N:7]([CH2:18][C:19]1[N:20]=[N:21][N:22]([CH2:24][CH2:25][CH2:26][CH2:27][C:28]([OH:30])=[O:29])[CH:23]=1)[CH2:8][C:9]1[N:10]=[N:11][N:12]([C:14]([CH3:15])([CH3:17])[CH3:16])[CH:13]=1)=[N+:2]=[N-:3]. The yield is 0.990. (2) The reactants are [CH2:1]([O:3][C:4](=[O:19])[CH2:5][CH:6]1[CH2:11][CH2:10][CH2:9][CH2:8][N:7]1[C:12](=[O:18])[C:13](OCC)=[O:14])[CH3:2].[O-]CC.[K+]. The catalyst is C1(C)C=CC=CC=1. The product is [OH:14][C:13]1[C:12](=[O:18])[N:7]2[CH:6]([CH2:11][CH2:10][CH2:9][CH2:8]2)[C:5]=1[C:4]([O:3][CH2:1][CH3:2])=[O:19]. The yield is 0.640. (3) The reactants are [CH2:1]([O:8][CH2:9][CH2:10][CH2:11][C:12]([OH:14])=O)[C:2]1[CH:7]=[CH:6][CH:5]=[CH:4][CH:3]=1.S(Cl)(Cl)=O.C([O:21][C:22](=[O:30])[C:23]1[CH:28]=[CH:27][CH:26]=[N:25][C:24]=1[NH2:29])C.C(=O)([O-])O.[Na+]. The catalyst is C(Cl)(Cl)Cl.C(N(CC)CC)C. The product is [CH2:1]([O:8][CH2:9][CH2:10][CH2:11][C:12]([NH:29][C:24]1[N:25]=[CH:26][CH:27]=[CH:28][C:23]=1[C:22]([OH:30])=[O:21])=[O:14])[C:2]1[CH:3]=[CH:4][CH:5]=[CH:6][CH:7]=1. The yield is 0.800. (4) The reactants are [Cl:1][C:2]1[C:7]([C:8]([F:11])([F:10])[F:9])=[CH:6][C:5]([C:12]2[N:16]=[CH:15][N:14](/[CH:17]=[CH:18]\[C:19]([OH:21])=O)[N:13]=2)=[CH:4][C:3]=1[C:22]([F:25])([F:24])[F:23].[NH:26]([C:28]1[CH:33]=[N:32][CH:31]=[CH:30][N:29]=1)[NH2:27].C(P1(=O)OP(CCC)(=O)OP(CCC)(=O)O1)CC.CCN(C(C)C)C(C)C. The catalyst is C1COCC1.CCOC(C)=O. The product is [Cl:1][C:2]1[C:7]([C:8]([F:10])([F:9])[F:11])=[CH:6][C:5]([C:12]2[N:16]=[CH:15][N:14](/[CH:17]=[CH:18]\[C:19]([NH:27][NH:26][C:28]3[CH:33]=[N:32][CH:31]=[CH:30][N:29]=3)=[O:21])[N:13]=2)=[CH:4][C:3]=1[C:22]([F:24])([F:25])[F:23]. The yield is 0.300. (5) The reactants are [CH3:1][O:2][C:3]([C:5]1[C:10](/[CH:11]=[CH:12]/Br)=[C:9]([NH2:14])[N:8]=[C:7]([C:15]2[CH:20]=[CH:19][C:18]([Cl:21])=[C:17]([O:22][CH3:23])[C:16]=2[F:24])[N:6]=1)=[O:4].[CH3:25][S-:26].[Na+]. The catalyst is CS(C)=O.O. The product is [CH3:1][O:2][C:3]([C:5]1[C:10](/[CH:11]=[CH:12]/[S:26][CH3:25])=[C:9]([NH2:14])[N:8]=[C:7]([C:15]2[CH:20]=[CH:19][C:18]([Cl:21])=[C:17]([O:22][CH3:23])[C:16]=2[F:24])[N:6]=1)=[O:4]. The yield is 0.605.